Dataset: NCI-60 drug combinations with 297,098 pairs across 59 cell lines. Task: Regression. Given two drug SMILES strings and cell line genomic features, predict the synergy score measuring deviation from expected non-interaction effect. Drug 1: CC1=C(C(CCC1)(C)C)C=CC(=CC=CC(=CC(=O)O)C)C. Drug 2: COC1=C2C(=CC3=C1OC=C3)C=CC(=O)O2. Cell line: SNB-75. Synergy scores: CSS=3.02, Synergy_ZIP=-0.258, Synergy_Bliss=1.02, Synergy_Loewe=-3.24, Synergy_HSA=-2.07.